This data is from Drug-target binding data from BindingDB using IC50 measurements. The task is: Regression. Given a target protein amino acid sequence and a drug SMILES string, predict the binding affinity score between them. We predict pIC50 (pIC50 = -log10(IC50 in M); higher means more potent). Dataset: bindingdb_ic50. (1) The small molecule is CC(C)C[C@H](NC(=O)[C@@H](N)Cc1ccccc1)C(=O)N[C@@H](Cc1cnc[nH]1)C(=O)NO. The target protein (P83512) has sequence MIEVLLVTICLAVFPYQGSSIILESGNVNDYEVVYPRKVTELPKGAVQPKYEDAMQYEFKVNGEPVVLHLEKNKGLFSEDYSETHYSPDGRKIITYPSFEDHCYYHGRIENDADSTASISACNGLKGHFKLQGETYLIEPLKLSDSEAHAVYKYENVEKEDEAPKMCGVTETNWESYEPIKKASQSNLTPEQQRFSPRYIELAVVADHGIFTKYNSNLNTIRTRVHEMLNTVNGFYRSVDVHAPLANLEVWSKQDLIKVQKDSSKTLKSFGEWRERDLLPRISHDHAQLLTAVVFDGNTIGRAYTGGMCDPRHSVGVVRDHSKNNLWVAVTMAHELGHNLGIHHDTGSCSCGAKSCIMASVLSKVLSYEFSDCSQNQYETYLTNHNPQCILNKPLLTVSGNELLEAGE. The pIC50 is 4.0. (2) The drug is O=C1N=C(O)SC1=Cc1ccc(-c2ccc(O)c(C34CC5CC(CC(C5)C3)C4)c2)c(Cl)c1. The target protein (Q14761) has sequence MALPCTLGLGMLLALPGALGSGGSAEDSVGSSSVTVVLLLLLLLLLATGLALAWRRLSRDSGGYYHPARLGAALWGRTRRLLWASPPGRWLQARAELGSTDNDLERQEDEQDTDYDHVADGGLQADPGEGEQQCGEASSPEQVPVRAEEARDSDTEGDLVLGSPGPASAGGSAEALLSDLHAFAGSAAWDDSARAAGGQGLHVTAL. The pIC50 is 5.6. (3) The drug is Cc1ccc(OCCOc2cccc(C=C3C(=O)NC(=O)NC3=O)c2)cc1. The target protein (P37238) has sequence MGETLGDSPVDPEHGAFADALPMSTSQEITMVDTEMPFWPTNFGISSVDLSVMEDHSHSFDIKPFTTVDFSSISAPHYEDIPFTRADPMVADYKYDLKLQEYQSAIKVEPASPPYYSEKTQLYNRPHEEPSNSLMAIECRVCGDKASGFHYGVHACEGCKGFFRRTIRLKLIYDRCDLNCRIHKKSRNKCQYCRFQKCLAVGMSHNAIRFGRMPQAEKEKLLAEISSDIDQLNPESADLRALAKHLYDSYIKSFPLTKAKARAILTGKTTDKSPFVIYDMNSLMMGEDKIKFKHITPLQEQSKEVAIRIFQGCQFRSVEAVQEITEYAKNIPGFINLDLNDQVTLLKYGVHEIIYTMLASLMNKDGVLISEGQGFMTREFLKNLRKPFGDFMEPKFEFAVKFNALELDDSDLAIFIAVIILSGDRPGLLNVKPIEDIQDNLLQALELQLKLNHPESSQLFAKVLQKMTDLRQIVTEHVQLLHVIKKTETDMSLHPLLQEI.... The pIC50 is 6.1. (4) The small molecule is Cc1cc(C(=O)O)n[nH]1. The target protein (P31228) has sequence MDTVRIAVVGAGVMGLSTAVCISKMVPGCSITVISDKFTPETTSDVAAGMLIPPTYPDTPIQKQKQWFKETFDHLFAIVNSAEAEDAGVILVSGWQIFQSIPTEEVPYWADVVLGFRKMTKDELKKFPQHVFGHAFTTLKCEGPAYLPWLQKRVKGNGGLILTRRIEDLWELHPSFDIVVNCSGLGSRQLAGDSKIFPVRGQVLKVQAPWVKHFIRDSSGLTYIYPGVSNVTLGGTRQKGDWNLSPDAEISKEILSRCCALEPSLRGAYDLREKVGLRPTRPSVRLEKELLAQDSRRLPVVHHYGHGSGGIAMHWGTALEATRLVNECVQVLRTPAPKSKL. The pIC50 is 5.0. (5) The compound is O=C(CN1C(=O)c2ccccc2S1(=O)=O)NCCSC1CCCCC1. The target protein sequence is MYFSSLCKFLPISEKEKIYLNIVKKRFCKSNIYYNNNNNNIINYNKRGLKFYPFCNNLKKNINFVNINNKKGINFHSINKERKMASEVPQVVSLDPTSIPIEYNTPIHDIKVQVYDIKGGCNVEEGLTIFLVNNPGKENGPVKISSKVNDKNVSEFLKDENMEKFNVKLGTSKHFYMFNDNKNSVAVGYVGCGSVADLSEADMKRVVLSLVTMLHDNKLSKLTVVFEINVDKNLFRFFLETLFYEYMTDERFKSTDKNVNMEYIKHLGVYINNADTYKEEVEKARVYYFGTYYASQLIAAPSNYCNPVSLSNAAVELAQKLNLEYKILGVKELEELKMGAYLSVGKGSMYPNKFIHLTYKSKGDVKKKIALVGKGITFDSGGYNLKAAPGSMIDLMKFDMSGCAAVLGCAYCVGTLKPENVEIHFLSAVCENMVSKNSYRPGDIITASNGKTIEVGNTDAEGRLTLADALVYAEKLGVDYIVDIATLTGAMLYSLGTSYA.... The pIC50 is 5.0. (6) The compound is Cn1sc(=O)n(-c2cccc(Br)c2)c1=O. The target is XTSFAESXKPVQQPSAFGS. The pIC50 is 5.4. (7) The small molecule is COc1cc(/C=N/NC(=O)C(OC)c2cccnc2)cc(OC)c1Br. The target protein (Q8CA95) has sequence MSNDSTEGTVGSCNATGLTDEKVKAYLSLHPQVLDEFVSESVSAETVEKWLKRKTNKAKDEPSPKEVSRYQDTNMQGVVYELNSYIEQRLDTGGDNHLLLYELSSIIRIATKADGFALYFLGECNNSLCVFIPPGMKEGQPRLIPAGPITQGTTISAYVAKSRKTLLVEDILGDERFPRGTGLESGTRIQSVLCLPIVTAIGDLIGILELYRHWGKEAFCLSHQEVATANLAWASVAIHQVQVCRGLAKQTELNDFLLDVSKTYFDNIVAIDSLLEHIMIYAKNLVNADRCALFQVDHKNKELYSDLFDIGEEKEGKPIFKKTKEIRFSIEKGIAGQVARTGEVLNIPDAYADPRFNREVDLYTGYTTRNILCMPIVSRGSVIGVVQMVNKISGSAFSKTDENNFKMFAVFCALALHCANMYHRIRHSECIYRVTMEKLSYHSICTSEEWQGLMRFNLPARICRDIELFHFDIGPFENMWPGIFVYMIHRSCGTSCFELE.... The pIC50 is 7.8. (8) The drug is NCCOB(c1ccccc1)c1ccc(COCc2ccc(B(OCCN)c3ccccc3)cc2)cc1. The target protein (O95372) has sequence MCGNTMSVPLLTDAATVSGAERETAAVIFLHGLGDTGHSWADALSTIRLPHVKYICPHAPRIPVTLNMKMVMPSWFDLMGLSPDAPEDEAGIKKAAENIKALIEHEMKNGIPANRIVLGGFSQGGALSLYTALTCPHPLAGIVALSCWLPLHRAFPQAANGSAKDLAILQCHGELDPMVPVRFGALTAEKLRSVVTPARVQFKTYPGVMHSSCPQEMAAVKEFLEKLLPPV. The pIC50 is 5.4.